The task is: Predict which catalyst facilitates the given reaction.. This data is from Catalyst prediction with 721,799 reactions and 888 catalyst types from USPTO. Reactant: S(Cl)(Cl)=O.[CH:5]1([C:12]2[CH:20]=[CH:19][C:15]([C:16](O)=[S:17])=[CH:14][CH:13]=2)[CH2:11][CH2:10][CH2:9][CH2:8][CH2:7][CH2:6]1.C([N:23](CC)CC)C.N. Product: [CH:5]1([C:12]2[CH:20]=[CH:19][C:15]([C:16]([NH2:23])=[S:17])=[CH:14][CH:13]=2)[CH2:11][CH2:10][CH2:9][CH2:8][CH2:7][CH2:6]1. The catalyst class is: 46.